From a dataset of Reaction yield outcomes from USPTO patents with 853,638 reactions. Predict the reaction yield, written as a fraction of the theoretical maximum amount of product (1.0 means a 100% yield; for example, 0.34 means a 34% yield). The reactants are Cl[C:2]1[C:7]([N+:8]([O-:10])=[O:9])=[C:6]([C:11]2[CH:16]=[CH:15][C:14]([Cl:17])=[CH:13][C:12]=2[Cl:18])[CH:5]=[CH:4][N:3]=1.[CH3:19][O:20][CH2:21][CH:22]([NH2:24])[CH3:23].CCN(C(C)C)C(C)C. The catalyst is C(#N)C. The product is [Cl:18][C:12]1[CH:13]=[C:14]([Cl:17])[CH:15]=[CH:16][C:11]=1[C:6]1[CH:5]=[CH:4][N:3]=[C:2]([NH:24][CH:22]([CH3:23])[CH2:21][O:20][CH3:19])[C:7]=1[N+:8]([O-:10])=[O:9]. The yield is 0.870.